Dataset: NCI-60 drug combinations with 297,098 pairs across 59 cell lines. Task: Regression. Given two drug SMILES strings and cell line genomic features, predict the synergy score measuring deviation from expected non-interaction effect. (1) Drug 1: CN(C)C1=NC(=NC(=N1)N(C)C)N(C)C. Drug 2: C1C(C(OC1N2C=NC3=C2NC=NCC3O)CO)O. Cell line: ACHN. Synergy scores: CSS=-3.76, Synergy_ZIP=0.773, Synergy_Bliss=-3.77, Synergy_Loewe=-8.65, Synergy_HSA=-7.76. (2) Drug 1: CCCCCOC(=O)NC1=NC(=O)N(C=C1F)C2C(C(C(O2)C)O)O. Drug 2: CC1=C2C(C(=O)C3(C(CC4C(C3C(C(C2(C)C)(CC1OC(=O)C(C(C5=CC=CC=C5)NC(=O)C6=CC=CC=C6)O)O)OC(=O)C7=CC=CC=C7)(CO4)OC(=O)C)O)C)OC(=O)C. Cell line: SK-MEL-28. Synergy scores: CSS=-2.11, Synergy_ZIP=-2.66, Synergy_Bliss=-1.09, Synergy_Loewe=-26.0, Synergy_HSA=-4.69. (3) Drug 1: CC1=C(C=C(C=C1)NC(=O)C2=CC=C(C=C2)CN3CCN(CC3)C)NC4=NC=CC(=N4)C5=CN=CC=C5. Drug 2: CC1=C(C(=O)C2=C(C1=O)N3CC4C(C3(C2COC(=O)N)OC)N4)N. Cell line: SK-MEL-5. Synergy scores: CSS=42.0, Synergy_ZIP=-2.91, Synergy_Bliss=-3.30, Synergy_Loewe=-1.28, Synergy_HSA=0.458.